From a dataset of Reaction yield outcomes from USPTO patents with 853,638 reactions. Predict the reaction yield, written as a fraction of the theoretical maximum amount of product (1.0 means a 100% yield; for example, 0.34 means a 34% yield). (1) The reactants are [H-].[Al+3].[Li+].[H-].[H-].[H-].[NH2:7][C:8]1[CH:9]=[C:10]([CH:16]=[C:17]([N:19]2[CH2:24][CH2:23][O:22][CH2:21][CH2:20]2)[CH:18]=1)[C:11](OCC)=[O:12].[OH-].[Na+].S([O-])([O-])(=O)=O.[Mg+2]. The catalyst is C1COCC1.C(OCC)C.O. The product is [NH2:7][C:8]1[CH:9]=[C:10]([CH2:11][OH:12])[CH:16]=[C:17]([N:19]2[CH2:24][CH2:23][O:22][CH2:21][CH2:20]2)[CH:18]=1. The yield is 0.960. (2) The reactants are C([O:3][C:4](=[O:30])[C:5]([CH3:29])([CH3:28])[CH2:6][NH:7][C:8]1[N:13]=[C:12]([NH:14][C:15]2[N:20]=[CH:19][C:18]3[N:21]=[C:22]([CH3:27])[N:23]([CH:24]([CH3:26])[CH3:25])[C:17]=3[CH:16]=2)[CH:11]=[CH:10][N:9]=1)C. The catalyst is Cl. The product is [CH:24]([N:23]1[C:17]2[CH:16]=[C:15]([NH:14][C:12]3[CH:11]=[CH:10][N:9]=[C:8]([NH:7][CH2:6][C:5]([CH3:28])([CH3:29])[C:4]([OH:30])=[O:3])[N:13]=3)[N:20]=[CH:19][C:18]=2[N:21]=[C:22]1[CH3:27])([CH3:26])[CH3:25]. The yield is 0.970. (3) The reactants are [F:1][C:2]1[C:3]2[CH:4]=[C:5]3[C:14]4[N:15]=[C:16]([C:19]5[C:20](I)=[CH:21][C:22]6[O:26][C:25]([C:27]7[CH:32]=[CH:31][C:30]([F:33])=[CH:29][CH:28]=7)=[C:24]([C:34]([NH:36][CH3:37])=[O:35])[C:23]=6[CH:38]=5)[CH:17]=[CH:18][C:13]=4[O:12][CH2:11][N:6]3[C:7]=2[CH:8]=[CH:9][CH:10]=1.[CH3:40][N:41]1[C:45](B2OC(C)(C)C(C)(C)O2)=[CH:44][CH:43]=[N:42]1. The catalyst is CN(C=O)C.C1C=CC(P(C2C=CC=CC=2)[C-]2C=CC=C2)=CC=1.C1C=CC(P(C2C=CC=CC=2)[C-]2C=CC=C2)=CC=1.Cl[Pd]Cl.[Fe+2]. The product is [F:1][C:2]1[C:3]2[CH:4]=[C:5]3[C:14]4[N:15]=[C:16]([C:19]5[C:20]([C:45]6[N:41]([CH3:40])[N:42]=[CH:43][CH:44]=6)=[CH:21][C:22]6[O:26][C:25]([C:27]7[CH:32]=[CH:31][C:30]([F:33])=[CH:29][CH:28]=7)=[C:24]([C:34]([NH:36][CH3:37])=[O:35])[C:23]=6[CH:38]=5)[CH:17]=[CH:18][C:13]=4[O:12][CH2:11][N:6]3[C:7]=2[CH:8]=[CH:9][CH:10]=1. The yield is 0.160. (4) The reactants are [CH2:1]([C:5]1[N:10]2[N:11]=[CH:12][N:13]=[C:9]2[NH:8][C:7](=[O:14])[C:6]=1[CH2:15][C:16]1[CH:21]=[CH:20][C:19]([C:22]2[C:23]([C:28]#[N:29])=[CH:24][CH:25]=[CH:26][CH:27]=2)=[CH:18][CH:17]=1)[CH2:2][CH2:3][CH3:4].[F:30][C:31]1[CH:32]=[C:33](B(O)O)[CH:34]=[CH:35][C:36]=1[O:37][CH3:38].C(N(CC)CC)C.N1C=CC=CC=1. The catalyst is ClCCl.C(OCC)(=O)C.C([O-])(=O)C.[Cu+2].C([O-])(=O)C. The product is [CH2:1]([C:5]1[N:10]2[N:11]=[CH:12][N:13]=[C:9]2[N:8]([C:33]2[CH:34]=[CH:35][C:36]([O:37][CH3:38])=[C:31]([F:30])[CH:32]=2)[C:7](=[O:14])[C:6]=1[CH2:15][C:16]1[CH:21]=[CH:20][C:19]([C:22]2[C:23]([C:28]#[N:29])=[CH:24][CH:25]=[CH:26][CH:27]=2)=[CH:18][CH:17]=1)[CH2:2][CH2:3][CH3:4]. The yield is 1.00. (5) The reactants are [C:1]([C:4]1[S:8][C:7]([C:9]([OH:11])=O)=[CH:6][CH:5]=1)(=[O:3])[CH3:2].S(Cl)(Cl)=O.[NH2:16][C:17]1[CH:34]=[CH:33][C:20]([C:21]([C:23]2[CH:31]=[C:30]3[C:26]([CH2:27][C:28](=[O:32])[NH:29]3)=[CH:25][CH:24]=2)=[O:22])=[CH:19][CH:18]=1. The catalyst is C1COCC1. The product is [O:32]=[C:28]1[CH2:27][C:26]2[C:30](=[CH:31][C:23]([C:21]([C:20]3[CH:19]=[CH:18][C:17]([NH:16][C:9]([C:7]4[S:8][C:4]([C:1](=[O:3])[CH3:2])=[CH:5][CH:6]=4)=[O:11])=[CH:34][CH:33]=3)=[O:22])=[CH:24][CH:25]=2)[NH:29]1. The yield is 0.990. (6) The reactants are [Br:1][C:2]1[CH:3]=[C:4]2[C:8](=[CH:9][CH:10]=1)[NH:7][CH:6]=[CH:5]2.[C:11](O[C:11]([O:13][C:14]([CH3:17])([CH3:16])[CH3:15])=[O:12])([O:13][C:14]([CH3:17])([CH3:16])[CH3:15])=[O:12]. The catalyst is C(#N)C.CN(C)C1C=CN=CC=1. The product is [C:11]([N:7]1[C:8]2[C:4](=[CH:3][C:2]([Br:1])=[CH:10][CH:9]=2)[CH:5]=[CH:6]1)([O:13][C:14]([CH3:17])([CH3:16])[CH3:15])=[O:12]. The yield is 0.990. (7) The reactants are [NH2:1][C:2]1[NH:6][N:5]=[C:4]([CH3:7])[C:3]=1[C:8]1[S:9][C:10]2[CH:16]=[C:15]([S:17](Cl)(=[O:19])=[O:18])[CH:14]=[CH:13][C:11]=2[N:12]=1.[N:21]1[CH:26]=[CH:25][C:24]([CH2:27][NH2:28])=[CH:23][CH:22]=1.CN1CCOCC1. The catalyst is CO. The product is [N:21]1[CH:26]=[CH:25][C:24]([CH2:27][NH:28][S:17]([C:15]2[CH:14]=[CH:13][C:11]3[N:12]=[C:8]([C:3]4[C:4]([CH3:7])=[N:5][NH:6][C:2]=4[NH2:1])[S:9][C:10]=3[CH:16]=2)(=[O:19])=[O:18])=[CH:23][CH:22]=1. The yield is 0.110.